This data is from Experimentally validated miRNA-target interactions with 360,000+ pairs, plus equal number of negative samples. The task is: Binary Classification. Given a miRNA mature sequence and a target amino acid sequence, predict their likelihood of interaction. (1) The miRNA is mmu-miR-181a-5p with sequence AACAUUCAACGCUGUCGGUGAGU. The protein sequence of the target gene is MVSWIISRLVVLIFGTLYPAYYSYKAVKSKDIKEYVKWMMYWIIFALFTTAETFTDIFLCWFPFYYELKIAFVAWLLSPYTKGSSLLYRKFVHPTLSSKEKEIDDCLVQAKDRSYDALVHFGKRGLNVAATAAVMAASKGQGALSERLRSFSMQDLTTIRGDGAPAPSGPPPPGTGRSSGKHSQPKMSRSASESAGSSGTA. Result: 1 (interaction). (2) The miRNA is mmu-miR-1912-5p with sequence UGCUCAUUGCAUGGGCUGUGUA. The protein sequence of the target gene is MAAVAAASAELLIIGWYIFRVLLQVFLECCIYWVGFAFRNPPGTQPIARSEVFRYSLQKLAYTVSRTGRQVLGERRQRAPN. Result: 0 (no interaction). (3) The miRNA is hsa-miR-4537 with sequence UGAGCCGAGCUGAGCUUAGCUG. The protein sequence of the target gene is MLRNLFRRRLFSCPTKYYFMLLVLSLITFSVLRIHQKPEFFSVRHLELAGDDPYSNVNCTKILQGDPEEIQKVKLEILTVQFKKRPRRTPHDYINMTRDCASFIRTRKYIVEPLTKEEVGFPIAYSIVVHHKIEMLDRLLRAIYMPQNFYCIHVDRKAEESFLAAVQGIASCFDNVFVASQLESVVYASWSRVKADLNCMKDLYRMNANWKYLINLCGMDFPIKTNLEIVRKLKCSTGENNLETEKMPPNKEERWKKRYTVVDGKLTNTGIVKAPPPLKTPLFSGSAYFVVTREYVGYVL.... Result: 0 (no interaction). (4) The miRNA is hsa-miR-8057 with sequence GUGGCUCUGUAGUAAGAUGGA. The protein sequence of the target gene is MAGKELKQCQQQADEVTEIMLNNFDKVLERHGKLAELEQRSDQLLDMSSAFSKTTKTLAQQKRWENIRCRVYLGLAVAVGLLIILIVLLVVFLPSGGDSSKP. Result: 0 (no interaction). (5) The miRNA is hsa-miR-6733-3p with sequence UCAGUGUCUGGAUUUCCUAG. The protein sequence of the target gene is MPGPLGSLEMGVLTFRDVALEFSLEEWQCLDTAQQNLYRNVMLENYRNLVFVGIAASKPDLITCLEQGKEPWNVKRHEMVTEPPVVYSYFAQDLWPKQGKKNYFQKVILRTYKKCGRENLQLRKYCKSMDECKVHKECYNGLNQCLTTTQNKIFQYDKYVKVFHKFSNSNRHKIGHTGKKSFKCKECEKSFCMLSHLAQHKRIHSGEKPYKCKECGKAYNEASNLSTHKRIHTGKKPYKCEECGKAFNRLSHLTTHKIIHTGKKPYKCEECGKAFNQSANLTTHKRIHTGEKPYKCEECG.... Result: 0 (no interaction).